From a dataset of Peptide-MHC class I binding affinity with 185,985 pairs from IEDB/IMGT. Regression. Given a peptide amino acid sequence and an MHC pseudo amino acid sequence, predict their binding affinity value. This is MHC class I binding data. (1) The peptide sequence is QLCDEITIL. The MHC is HLA-B40:01 with pseudo-sequence HLA-B40:01. The binding affinity (normalized) is 0.0847. (2) The peptide sequence is LFARTRSMW. The MHC is HLA-A01:01 with pseudo-sequence HLA-A01:01. The binding affinity (normalized) is 0. (3) The peptide sequence is RVRIERGPR. The MHC is HLA-B15:01 with pseudo-sequence HLA-B15:01. The binding affinity (normalized) is 0.0847. (4) The peptide sequence is YRLPDRPSL. The MHC is HLA-B15:09 with pseudo-sequence HLA-B15:09. The binding affinity (normalized) is 0.0847. (5) The peptide sequence is SRIGAWASK. The MHC is HLA-B35:01 with pseudo-sequence HLA-B35:01. The binding affinity (normalized) is 0.0847.